Dataset: Reaction yield outcomes from USPTO patents with 853,638 reactions. Task: Predict the reaction yield, written as a fraction of the theoretical maximum amount of product (1.0 means a 100% yield; for example, 0.34 means a 34% yield). The reactants are C(=O)([O-])[O-].[K+].[K+].[C:7]([O:11][C:12]([N:14]1[CH2:19][CH:18]2[C:16]([C:20]3[CH:25]=[CH:24][C:23](Br)=[CH:22][CH:21]=3)([CH2:17]2)[CH2:15]1)=[O:13])([CH3:10])([CH3:9])[CH3:8].[NH:27]1[CH2:31][CH2:30][CH2:29][C:28]1=[O:32].C(N)CN. The product is [C:7]([O:11][C:12]([N:14]1[CH2:19][CH:18]2[C:16]([C:20]3[CH:25]=[CH:24][C:23]([N:27]4[CH2:31][CH2:30][CH2:29][C:28]4=[O:32])=[CH:22][CH:21]=3)([CH2:17]2)[CH2:15]1)=[O:13])([CH3:10])([CH3:9])[CH3:8]. The catalyst is C1(C)C=CC=CC=1.[Cu]I. The yield is 0.520.